The task is: Predict the reaction yield, written as a fraction of the theoretical maximum amount of product (1.0 means a 100% yield; for example, 0.34 means a 34% yield).. This data is from Reaction yield outcomes from USPTO patents with 853,638 reactions. The reactants are Br[C:2]1[CH:20]=[C:19]([Cl:21])[C:5]([O:6][C@H:7]([CH2:12][C:13]2[CH:18]=[CH:17][CH:16]=[CH:15][CH:14]=2)[C:8]([O:10][CH3:11])=[O:9])=[C:4]([Cl:22])[CH:3]=1.[CH:23]1[C:31]2[C:30]3[CH:32]=[CH:33][CH:34]=[CH:35][C:29]=3[O:28][C:27]=2[C:26](B(O)O)=[CH:25][CH:24]=1.C([O-])([O-])=O.[Na+].[Na+]. The catalyst is C1(C)C=CC=CC=1.C1C=CC([P]([Pd]([P](C2C=CC=CC=2)(C2C=CC=CC=2)C2C=CC=CC=2)([P](C2C=CC=CC=2)(C2C=CC=CC=2)C2C=CC=CC=2)[P](C2C=CC=CC=2)(C2C=CC=CC=2)C2C=CC=CC=2)(C2C=CC=CC=2)C2C=CC=CC=2)=CC=1. The product is [Cl:21][C:19]1[CH:20]=[C:2]([C:35]2[C:29]3[O:28][C:27]4[CH:26]=[CH:25][CH:24]=[CH:23][C:31]=4[C:30]=3[CH:32]=[CH:33][CH:34]=2)[CH:3]=[C:4]([Cl:22])[C:5]=1[O:6][C@H:7]([CH2:12][C:13]1[CH:18]=[CH:17][CH:16]=[CH:15][CH:14]=1)[C:8]([O:10][CH3:11])=[O:9]. The yield is 0.910.